Predict the reactants needed to synthesize the given product. From a dataset of Full USPTO retrosynthesis dataset with 1.9M reactions from patents (1976-2016). (1) Given the product [CH2:37]([N:35]1[CH:36]=[C:32]([C:25]2[N:26]([CH3:31])[C:27]3[C:23]([N:24]=2)=[C:22]([N:1]2[CH2:2][CH2:3][CH:4]([N:7]4[C:11]5[CH:12]=[CH:13][CH:14]=[CH:15][C:10]=5[NH:9][C:8]4=[O:16])[CH2:5][CH2:6]2)[N:30]=[CH:29][N:28]=3)[CH:33]=[N:34]1)[CH3:38], predict the reactants needed to synthesize it. The reactants are: [NH:1]1[CH2:6][CH2:5][CH:4]([N:7]2[C:11]3[CH:12]=[CH:13][CH:14]=[CH:15][C:10]=3[NH:9][C:8]2=[O:16])[CH2:3][CH2:2]1.C(O)(C)C.Cl[C:22]1[N:30]=[CH:29][N:28]=[C:27]2[C:23]=1[N:24]=[C:25]([C:32]1[CH:33]=[N:34][N:35]([CH2:37][CH3:38])[CH:36]=1)[N:26]2[CH3:31]. (2) Given the product [CH3:16][N:17]1[CH2:22][CH2:21][CH2:20][CH:19]([O:23][C:25]2[CH:30]=[CH:29][C:28]([NH2:31])=[CH:27][CH:26]=2)[CH2:18]1, predict the reactants needed to synthesize it. The reactants are: C[Si]([N-][Si](C)(C)C)(C)C.[K+].C1COCC1.[CH3:16][N:17]1[CH2:22][CH2:21][CH2:20][CH:19]([OH:23])[CH2:18]1.F[C:25]1[CH:30]=[CH:29][C:28]([N+:31]([O-])=O)=[CH:27][CH:26]=1.